From a dataset of Ames mutagenicity test results for genotoxicity prediction. Regression/Classification. Given a drug SMILES string, predict its toxicity properties. Task type varies by dataset: regression for continuous values (e.g., LD50, hERG inhibition percentage) or binary classification for toxic/non-toxic outcomes (e.g., AMES mutagenicity, cardiotoxicity, hepatotoxicity). Dataset: ames. (1) The molecule is COc1cc([N+](=O)[O-])ccc1NC(C)=O. The result is 1 (mutagenic). (2) The drug is CCN(CC)C(=O)c1cccc(C)c1. The result is 0 (non-mutagenic).